From a dataset of Peptide-MHC class I binding affinity with 185,985 pairs from IEDB/IMGT. Regression. Given a peptide amino acid sequence and an MHC pseudo amino acid sequence, predict their binding affinity value. This is MHC class I binding data. The peptide sequence is PEDPAVDL. The MHC is Mamu-B01 with pseudo-sequence Mamu-B01. The binding affinity (normalized) is 0.